From a dataset of Full USPTO retrosynthesis dataset with 1.9M reactions from patents (1976-2016). Predict the reactants needed to synthesize the given product. (1) The reactants are: [CH3:1][C:2]1[C:3]([CH2:14][S:15]([C:17]2[NH:21][C:20]3[CH:22]=[CH:23][CH:24]=[CH:25][C:19]=3[N:18]=2)=[O:16])=[N:4][CH:5]=[CH:6][C:7]=1[O:8][CH2:9][C:10]([F:13])([F:12])[F:11].[H-].[Na+].[N+:28]([C:31]1[CH:32]=[C:33]([S:37]([CH2:40][CH2:41][O:42][C:43](=[O:66])[CH2:44][CH2:45][CH2:46][CH2:47][CH2:48][NH:49][C:50](=[O:65])[CH2:51][O:52][C:53]2[CH:58]=[C:57]([CH3:59])[C:56]([S:60](Cl)(=[O:62])=[O:61])=[C:55]([CH3:64])[CH:54]=2)(=[O:39])=[O:38])[CH:34]=[CH:35][CH:36]=1)([O-:30])=[O:29].O. Given the product [N+:28]([C:31]1[CH:32]=[C:33]([S:37]([CH2:40][CH2:41][O:42][C:43](=[O:66])[CH2:44][CH2:45][CH2:46][CH2:47][CH2:48][NH:49][C:50](=[O:65])[CH2:51][O:52][C:53]2[CH:54]=[C:55]([CH3:64])[C:56]([S:60]([N:21]3[C:20]4[CH:22]=[CH:23][CH:24]=[CH:25][C:19]=4[N:18]=[C:17]3[S:15]([CH2:14][C:3]3[C:2]([CH3:1])=[C:7]([O:8][CH2:9][C:10]([F:13])([F:11])[F:12])[CH:6]=[CH:5][N:4]=3)=[O:16])(=[O:62])=[O:61])=[C:57]([CH3:59])[CH:58]=2)(=[O:38])=[O:39])[CH:34]=[CH:35][CH:36]=1)([O-:30])=[O:29], predict the reactants needed to synthesize it. (2) Given the product [OH:3][C:2]([C:4]([F:7])([F:6])[F:5])=[O:1].[Br:45][CH2:16][CH2:17][CH2:18][N:19]1[C:23](=[O:24])[C:22]2([CH2:29][CH2:28][N:27]([C@H:30]3[CH2:35][CH2:34][C@H:33]([CH:36]([CH3:38])[CH3:37])[CH2:32][CH2:31]3)[CH2:26][CH2:25]2)[N:21]([C:39]2[CH:44]=[CH:43][CH:42]=[CH:41][CH:40]=2)[CH2:20]1, predict the reactants needed to synthesize it. The reactants are: [OH:1][C:2]([C:4]([F:7])([F:6])[F:5])=[O:3].C(O[CH2:16][CH2:17][CH2:18][N:19]1[C:23](=[O:24])[C:22]2([CH2:29][CH2:28][N:27]([C@H:30]3[CH2:35][CH2:34][C@H:33]([CH:36]([CH3:38])[CH3:37])[CH2:32][CH2:31]3)[CH2:26][CH2:25]2)[N:21]([C:39]2[CH:44]=[CH:43][CH:42]=[CH:41][CH:40]=2)[CH2:20]1)C1C=CC=CC=1.[BrH:45]. (3) Given the product [O:19]1[C:20]2[C:12]([C:2]([CH3:1])([CH3:11])[CH2:3][C:4]([OH:5])([C:7]([F:10])([F:9])[F:8])[CH2:6][NH:21][C:22]3[N:27]=[C:26]([CH2:28][CH3:29])[N:25]=[C:24]4[N:30]([C:33]5[CH:34]=[C:35]([CH:38]=[CH:39][CH:40]=5)[C:36]#[N:37])[N:31]=[CH:32][C:23]=34)=[CH:13][CH:14]=[CH:15][C:16]=2[CH2:17][CH2:18]1, predict the reactants needed to synthesize it. The reactants are: [CH3:1][C:2]([C:12]1[C:20]2[O:19][CH2:18][CH2:17][C:16]=2[CH:15]=[CH:14][CH:13]=1)([CH3:11])[CH2:3][C:4]1([C:7]([F:10])([F:9])[F:8])[CH2:6][O:5]1.[NH2:21][C:22]1[N:27]=[C:26]([CH2:28][CH3:29])[N:25]=[C:24]2[N:30]([C:33]3[CH:34]=[C:35]([CH:38]=[CH:39][CH:40]=3)[C:36]#[N:37])[N:31]=[CH:32][C:23]=12. (4) Given the product [N:32]1[C:24]([N:19]2[C@H:18]([C:7]3[N:8]([C:12]4[CH:13]=[CH:14][CH:15]=[CH:16][CH:17]=4)[C:9](=[O:11])[C:10]4=[C:2]([Cl:1])[CH:3]=[CH:4][N:5]4[N:6]=3)[CH2:22][S:21][CH2:20]2)=[C:25]2[C:29]([NH:28][CH:27]=[N:26]2)=[N:30][CH:31]=1, predict the reactants needed to synthesize it. The reactants are: [Cl:1][C:2]1[CH:3]=[CH:4][N:5]2[C:10]=1[C:9](=[O:11])[N:8]([C:12]1[CH:17]=[CH:16][CH:15]=[CH:14][CH:13]=1)[C:7]([C@@H:18]1[CH2:22][S:21](=O)[CH2:20][N:19]1[C:24]1[N:32]=[CH:31][N:30]=[C:29]3[C:25]=1[N:26]=[CH:27][N:28]3C1CCCCO1)=[N:6]2.C([O-])(O)=O.[Na+]. (5) Given the product [CH3:28][C:6]1[CH:7]=[C:8]([CH2:12][CH2:13][C:14](=[O:15])[C:16]2[S:23][C:22]([CH3:24])=[C:21]3[C:17]=2[CH2:18][C@H:19]2[C:25]([CH3:26])([CH3:27])[C@H:20]23)[CH:9]=[C:10]([CH3:11])[C:5]=1[O:4][CH2:3][CH2:2][O:1][S:39]([CH3:38])(=[O:41])=[O:40], predict the reactants needed to synthesize it. The reactants are: [OH:1][CH2:2][CH2:3][O:4][C:5]1[C:10]([CH3:11])=[CH:9][C:8]([CH2:12][CH2:13][C:14]([C:16]2[S:23][C:22]([CH3:24])=[C:21]3[C:17]=2[CH2:18][C@H:19]2[C:25]([CH3:27])([CH3:26])[C@H:20]23)=[O:15])=[CH:7][C:6]=1[CH3:28].CCN(C(C)C)C(C)C.[CH3:38][S:39](Cl)(=[O:41])=[O:40]. (6) Given the product [Cl:12][CH2:13][C:14]1[O:8][N:7]=[C:5]([C:4]2[CH:9]=[CH:10][CH:11]=[C:2]([F:1])[CH:3]=2)[N:6]=1, predict the reactants needed to synthesize it. The reactants are: [F:1][C:2]1[CH:3]=[C:4]([CH:9]=[CH:10][CH:11]=1)[C:5]([NH:7][OH:8])=[NH:6].[Cl:12][CH2:13][C:14](O)=O.Cl.C(N=C=NCCCN(C)C)C.O.ON1C2C=CC=CC=2N=N1. (7) Given the product [CH3:6][O:7][C:8](=[O:19])[C:9]1[CH:17]=[C:16]([Br:18])[CH:15]=[C:11]([C:12]([N:2]([CH3:1])[CH2:3][CH2:4][CH3:5])=[O:14])[CH:10]=1, predict the reactants needed to synthesize it. The reactants are: [CH3:1][NH:2][CH2:3][CH2:4][CH3:5].[CH3:6][O:7][C:8](=[O:19])[C:9]1[CH:17]=[C:16]([Br:18])[CH:15]=[C:11]([C:12]([OH:14])=O)[CH:10]=1.BrC1C=C(C(O)=O)C=C(C=1)C(O)=O.ON1C2C=CC=CC=2N=N1.Cl.CN(C)CCCN=C=NCC.[Cl-].[NH4+].Cl. (8) Given the product [C:1]([O:5][C:6](=[O:21])[C:7]1[CH:8]=[CH:9][C:10]([N:13]([C:23]2[CH:28]=[CH:27][C:26]([O:29][CH:30]([F:32])[F:31])=[C:25]([O:33][CH3:34])[CH:24]=2)[CH2:14][C:15]2[CH:16]=[N:17][CH:18]=[CH:19][CH:20]=2)=[CH:11][CH:12]=1)([CH3:4])([CH3:2])[CH3:3], predict the reactants needed to synthesize it. The reactants are: [C:1]([O:5][C:6](=[O:21])[C:7]1[CH:12]=[CH:11][C:10]([NH:13][CH2:14][C:15]2[CH:16]=[N:17][CH:18]=[CH:19][CH:20]=2)=[CH:9][CH:8]=1)([CH3:4])([CH3:3])[CH3:2].Br[C:23]1[CH:28]=[CH:27][C:26]([O:29][CH:30]([F:32])[F:31])=[C:25]([O:33][CH3:34])[CH:24]=1.[OH-].[Na+]. (9) Given the product [C:16]([C:15]1[CH:14]=[CH:13][C:12]([C:10]2[N:11]=[C:7]([N:6]3[C:5]([CH3:21])([CH3:20])[CH2:4][O:3]/[C:2]/3=[N:1]\[S:30]([CH3:29])(=[O:32])=[O:31])[S:8][CH:9]=2)=[CH:19][CH:18]=1)#[N:17], predict the reactants needed to synthesize it. The reactants are: [NH:1]=[C:2]1[N:6]([C:7]2[S:8][CH:9]=[C:10]([C:12]3[CH:19]=[CH:18][C:15]([C:16]#[N:17])=[CH:14][CH:13]=3)[N:11]=2)[C:5]([CH3:21])([CH3:20])[CH2:4][O:3]1.C(N(CC)CC)C.[CH3:29][S:30](Cl)(=[O:32])=[O:31].